Dataset: Forward reaction prediction with 1.9M reactions from USPTO patents (1976-2016). Task: Predict the product of the given reaction. (1) Given the reactants [N:1]1[CH:6]=[CH:5][CH:4]=[N:3][C:2]=1[O:7][C:8]1[CH:13]=[CH:12][C:11]([CH2:14][N:15]2[CH2:20][CH2:19][C:18]([CH:21]([C:23]3[CH:28]=[CH:27][C:26]([C:29]([F:32])([F:31])[F:30])=[CH:25][CH:24]=3)[OH:22])=[CH:17][CH2:16]2)=[CH:10][CH:9]=1.[F:33][C:34]1[CH:35]=[C:36]([N:41]=[C:42]=[O:43])[CH:37]=[C:38]([F:40])[CH:39]=1.C(N(CC)CC)C, predict the reaction product. The product is: [F:33][C:34]1[CH:35]=[C:36]([NH:41][C:42]([O:22][CH:21]([C:18]2[CH2:19][CH2:20][N:15]([CH2:14][C:11]3[CH:12]=[CH:13][C:8]([O:7][C:2]4[N:3]=[CH:4][CH:5]=[CH:6][N:1]=4)=[CH:9][CH:10]=3)[CH2:16][CH:17]=2)[C:23]2[CH:24]=[CH:25][C:26]([C:29]([F:32])([F:30])[F:31])=[CH:27][CH:28]=2)=[O:43])[CH:37]=[C:38]([F:40])[CH:39]=1. (2) Given the reactants [NH2:1][C:2]1[CH:3]=[C:4]([CH:17]=[CH:18][CH:19]=1)[O:5][C:6]1[CH:11]=[CH:10][C:9]([CH2:12][C:13]([O:15][CH3:16])=[O:14])=[CH:8][CH:7]=1.[C:20](Cl)(Cl)=[S:21].CCOC(C)=O.CCCCCC, predict the reaction product. The product is: [N:1]([C:2]1[CH:3]=[C:4]([CH:17]=[CH:18][CH:19]=1)[O:5][C:6]1[CH:7]=[CH:8][C:9]([CH2:12][C:13]([O:15][CH3:16])=[O:14])=[CH:10][CH:11]=1)=[C:20]=[S:21]. (3) The product is: [CH2:1]([O:3][CH2:4][CH2:5][O:6][C:7]1[CH:12]=[C:11]([CH3:13])[C:10]([C:14]2[CH:19]=[CH:18][CH:17]=[C:16]([CH2:20][NH:23][C:24]3[CH:29]=[CH:28][C:27]([CH:30]4[CH2:32][CH:31]4[C:33]([O:35][CH2:36][CH3:37])=[O:34])=[C:26]([F:38])[CH:25]=3)[CH:15]=2)=[C:9]([CH3:22])[CH:8]=1)[CH3:2]. Given the reactants [CH2:1]([O:3][CH2:4][CH2:5][O:6][C:7]1[CH:12]=[C:11]([CH3:13])[C:10]([C:14]2[CH:19]=[CH:18][CH:17]=[C:16]([CH:20]=O)[CH:15]=2)=[C:9]([CH3:22])[CH:8]=1)[CH3:2].[NH2:23][C:24]1[CH:29]=[CH:28][C:27]([CH:30]2[CH2:32][CH:31]2[C:33]([O:35][CH2:36][CH3:37])=[O:34])=[C:26]([F:38])[CH:25]=1.C(O)(=O)C.C(O[BH-](OC(=O)C)OC(=O)C)(=O)C.[Na+], predict the reaction product. (4) Given the reactants [F:1][C:2]1[C:10]([I:11])=[C:9]([CH3:12])[CH:8]=[CH:7][C:3]=1[CH:4]=[N:5][OH:6].[Cl:13]N1C(=O)CCC1=O.O, predict the reaction product. The product is: [F:1][C:2]1[C:10]([I:11])=[C:9]([CH3:12])[CH:8]=[CH:7][C:3]=1[C:4](=[N:5][OH:6])[Cl:13].